The task is: Predict the reactants needed to synthesize the given product.. This data is from Full USPTO retrosynthesis dataset with 1.9M reactions from patents (1976-2016). (1) Given the product [Cl:12][C:13]1[CH:18]=[C:17]([C:2]2[CH:7]=[CH:6][C:5]([C:8]([F:11])([F:10])[F:9])=[CH:4][N:3]=2)[CH:16]=[C:15]([Cl:22])[N:14]=1, predict the reactants needed to synthesize it. The reactants are: Br[C:2]1[CH:7]=[CH:6][C:5]([C:8]([F:11])([F:10])[F:9])=[CH:4][N:3]=1.[Cl:12][C:13]1[CH:18]=[C:17](B(O)O)[CH:16]=[C:15]([Cl:22])[N:14]=1.C(Cl)Cl.C(=O)([O-])[O-].[K+].[K+]. (2) Given the product [Br:8][C:9]1[CH:10]=[C:11]([CH2:17][C:18]#[N:19])[CH:12]=[CH:13][C:2]=1[CH2:1][N:3]1[CH2:6][CH2:7][CH2:5][CH2:4]1, predict the reactants needed to synthesize it. The reactants are: [CH2:1]([N:3]([CH2:6][CH3:7])[CH2:4][CH3:5])[CH3:2].[Br:8][C:9]1[CH:10]=[C:11]([CH2:17][C:18]#[N:19])[CH:12]=[CH:13]C=1CO.CS(Cl)(=O)=O.N1CCCC1. (3) The reactants are: [C:1]([O:4][C:5](=[O:7])[CH3:6])(=O)[CH3:2].[ClH:8].Cl.[CH:10]([C@H:23]1[N:28]2[CH2:29][C@@H](O)C[C@H:27]2[CH2:26][N:25]([CH2:33][C:34]2[CH:39]=[C:38]([N:40]3[C:44]([C:45]([F:48])([F:47])[F:46])=[N:43][N:42]=[N:41]3)[CH:37]=[CH:36][C:35]=2[O:49][CH3:50])[CH2:24]1)([C:17]1[CH:22]=[CH:21][CH:20]=[CH:19][CH:18]=1)[C:11]1[CH:16]=[CH:15][CH:14]=[CH:13][CH:12]=1.N1C=CC=CC=1.C(N(CC)CC)C. Given the product [ClH:8].[ClH:8].[C:5]([O:4][C@@H:1]1[CH2:29][N:28]2[C@H:23]([CH:10]([C:17]3[CH:22]=[CH:21][CH:20]=[CH:19][CH:18]=3)[C:11]3[CH:12]=[CH:13][CH:14]=[CH:15][CH:16]=3)[CH2:24][N:25]([CH2:33][C:34]3[CH:39]=[C:38]([N:40]4[C:44]([C:45]([F:48])([F:46])[F:47])=[N:43][N:42]=[N:41]4)[CH:37]=[CH:36][C:35]=3[O:49][CH3:50])[CH2:26][C@@H:27]2[CH2:2]1)(=[O:7])[CH3:6], predict the reactants needed to synthesize it. (4) Given the product [F:1][C:2]1[CH:7]=[C:6]([C:8]([OH:11])([CH3:9])[CH3:10])[CH:5]=[C:4]([F:12])[C:3]=1[C:13]1[S:17][C:16]([NH:18][C:19]2[CH:24]=[CH:23][CH:22]=[C:21]([CH:25]([OH:28])[CH2:26][F:27])[N:20]=2)=[C:15]([C:29]([NH2:31])=[O:30])[CH:14]=1, predict the reactants needed to synthesize it. The reactants are: [F:1][C:2]1[CH:7]=[C:6]([C:8]([OH:11])([CH3:10])[CH3:9])[CH:5]=[C:4]([F:12])[C:3]=1[C:13]1[S:17][C:16]([NH:18][C:19]2[CH:24]=[CH:23][CH:22]=[C:21]([C:25](=[O:28])[CH2:26][F:27])[N:20]=2)=[C:15]([C:29]([NH2:31])=[O:30])[CH:14]=1.[BH4-].[Na+].